From a dataset of Forward reaction prediction with 1.9M reactions from USPTO patents (1976-2016). Predict the product of the given reaction. (1) Given the reactants [Br:1][C:2]1[CH:3]=[C:4]([CH:8]=[C:9]([Br:13])[C:10]=1[CH2:11][NH2:12])[C:5](N)=[O:6].[OH-:14].[Na+].Cl, predict the reaction product. The product is: [Br:1][C:2]1[CH:3]=[C:4]([C:5]([OH:14])=[O:6])[CH:8]=[C:9]([Br:13])[C:10]=1[CH2:11][NH2:12]. (2) Given the reactants [N:1]([C:9]([O:11][CH:12]([CH3:14])[CH3:13])=[O:10])=[N:1][C:9]([O:11][CH:12]([CH3:14])[CH3:13])=[O:10].[C:15]1([C@@H:21]([CH2:28][C:29]2[CH:34]=[CH:33][C:32]([OH:35])=[CH:31][CH:30]=2)[CH2:22][C:23]([O:25][CH2:26][CH3:27])=[O:24])[CH:20]=[CH:19][CH:18]=[CH:17][CH:16]=1.[C:36]1(P(C2C=CC=CC=2)C2C=CC=CC=2)[CH:41]=CC=C[CH:37]=1.[CH2:55](Cl)Cl, predict the reaction product. The product is: [C:15]1([C@@H:21]([CH2:28][C:29]2[CH:30]=[CH:31][C:32]([O:35][CH2:37][CH2:36][CH2:41][NH:1][C:9]([O:11][C:12]([CH3:13])([CH3:14])[CH3:55])=[O:10])=[CH:33][CH:34]=2)[CH2:22][C:23]([O:25][CH2:26][CH3:27])=[O:24])[CH:20]=[CH:19][CH:18]=[CH:17][CH:16]=1. (3) Given the reactants [Si:1]([O:8][C:9]1[CH:10]=[C:11]2[C:15](=[CH:16][CH:17]=1)[NH:14][N:13]=[CH:12]2)([C:4]([CH3:7])([CH3:6])[CH3:5])([CH3:3])[CH3:2].[I:18]I.CC(C)([O-])C.[K+], predict the reaction product. The product is: [Si:1]([O:8][C:9]1[CH:10]=[C:11]2[C:15](=[CH:16][CH:17]=1)[NH:14][N:13]=[C:12]2[I:18])([C:4]([CH3:7])([CH3:5])[CH3:6])([CH3:3])[CH3:2]. (4) The product is: [Br:1][C:2]1[CH:7]=[C:6]([NH:12][C:13]([CH3:18])([CH3:17])[CH2:14][CH2:15][OH:16])[C:5]([N+:9]([O-:11])=[O:10])=[CH:4][N:3]=1. Given the reactants [Br:1][C:2]1[CH:7]=[C:6](Br)[C:5]([N+:9]([O-:11])=[O:10])=[CH:4][N:3]=1.[NH2:12][C:13]([CH3:18])([CH3:17])[CH2:14][CH2:15][OH:16], predict the reaction product. (5) Given the reactants [N+:1]([C:4]1[CH:16]=[CH:15][C:7]([O:8][C:9]2[CH:10]=[N:11][CH:12]=[CH:13][CH:14]=2)=[CH:6][CH:5]=1)([O-])=O, predict the reaction product. The product is: [N:11]1[CH:12]=[CH:13][CH:14]=[C:9]([O:8][C:7]2[CH:15]=[CH:16][C:4]([NH2:1])=[CH:5][CH:6]=2)[CH:10]=1.